Dataset: Forward reaction prediction with 1.9M reactions from USPTO patents (1976-2016). Task: Predict the product of the given reaction. (1) Given the reactants [Cl:1][C:2]1[CH:7]=[CH:6][CH:5]=[CH:4][C:3]=1[C:8]1[CH:9]=[CH:10][CH:11]=[C:12]2[C:17]=1[O:16][C@@H:15]([CH2:18][N:19]=[N+]=[N-])[CH2:14][CH2:13]2.C1(P(C2C=CC=CC=2)C2C=CC=CC=2)C=CC=CC=1, predict the reaction product. The product is: [Cl:1][C:2]1[CH:7]=[CH:6][CH:5]=[CH:4][C:3]=1[C:8]1[CH:9]=[CH:10][CH:11]=[C:12]2[C:17]=1[O:16][C@@H:15]([CH2:18][NH2:19])[CH2:14][CH2:13]2. (2) Given the reactants [CH3:1][O:2][C:3]1[CH:4]=[CH:5][C:6]([C:14]([C:16]2[CH:25]=[CH:24][C:23]3[C:18](=[CH:19][CH:20]=[C:21]([O:26][CH3:27])[CH:22]=3)[CH:17]=2)=O)=[C:7]([O:9][N:10]=C(C)C)[CH:8]=1.Cl.CCO, predict the reaction product. The product is: [CH3:1][O:2][C:3]1[CH:4]=[CH:5][C:6]2[C:14]([C:16]3[CH:25]=[CH:24][C:23]4[C:18](=[CH:19][CH:20]=[C:21]([O:26][CH3:27])[CH:22]=4)[CH:17]=3)=[N:10][O:9][C:7]=2[CH:8]=1. (3) Given the reactants [CH3:1][O:2][C:3]1[CH:4]=[C:5]([C:11]2([C:16]#[N:17])[CH2:15][CH2:14][CH2:13][CH2:12]2)[CH:6]=[CH:7][C:8]=1[O:9][CH3:10].[H-].[Al+3].[Li+].[H-].[H-].[H-], predict the reaction product. The product is: [CH3:1][O:2][C:3]1[CH:4]=[C:5]([C:11]2([CH2:16][NH2:17])[CH2:12][CH2:13][CH2:14][CH2:15]2)[CH:6]=[CH:7][C:8]=1[O:9][CH3:10]. (4) Given the reactants [Br:1][C:2]1[CH:3]=[C:4]2[C:8](=[CH:9][CH:10]=1)[NH:7][CH:6]=[C:5]2[CH2:11][C:12]([OH:14])=[O:13].[CH3:15][Si](C=[N+]=[N-])(C)C, predict the reaction product. The product is: [Br:1][C:2]1[CH:3]=[C:4]2[C:8](=[CH:9][CH:10]=1)[NH:7][CH:6]=[C:5]2[CH2:11][C:12]([O:14][CH3:15])=[O:13].